This data is from Forward reaction prediction with 1.9M reactions from USPTO patents (1976-2016). The task is: Predict the product of the given reaction. (1) Given the reactants [F:1][C:2]1[C:10]2[S:9][CH:8]=[C:7]([CH2:11][C:12]([OH:14])=[O:13])[C:6]=2[C:5]([CH3:15])=[CH:4][C:3]=1[OH:16].OS(O)(=O)=O.[CH3:22]O, predict the reaction product. The product is: [CH3:22][O:13][C:12](=[O:14])[CH2:11][C:7]1[C:6]2[C:5]([CH3:15])=[CH:4][C:3]([OH:16])=[C:2]([F:1])[C:10]=2[S:9][CH:8]=1. (2) Given the reactants [CH:1]1([N:7]=[C:8]=[N:9][CH:10]2[CH2:15][CH2:14][CH2:13][CH2:12][CH2:11]2)[CH2:6][CH2:5][CH2:4][CH2:3][CH2:2]1.C([O:23][C@H](CCCCCCCCCCC)CC(O)=O)C1C=CC=CC=1, predict the reaction product. The product is: [C:8]([NH:7][CH:1]1[CH2:2][CH2:3][CH2:4][CH2:5][CH2:6]1)([NH:9][CH:10]1[CH2:15][CH2:14][CH2:13][CH2:12][CH2:11]1)=[O:23]. (3) Given the reactants [F:1][C:2]1[CH:7]=[CH:6][C:5]([CH2:8][C:9]2[CH:18]=[C:17]3[C:12]([C:13]([OH:34])=[C:14]([C:21]([NH:23][CH2:24][CH2:25][P:26](=[O:33])([O:30]CC)[O:27]CC)=[O:22])[C:15](=[O:20])[N:16]3[CH3:19])=[N:11][CH:10]=2)=[CH:4][CH:3]=1, predict the reaction product. The product is: [F:1][C:2]1[CH:7]=[CH:6][C:5]([CH2:8][C:9]2[CH:18]=[C:17]3[C:12]([C:13]([OH:34])=[C:14]([C:21]([NH:23][CH2:24][CH2:25][P:26](=[O:27])([OH:33])[OH:30])=[O:22])[C:15](=[O:20])[N:16]3[CH3:19])=[N:11][CH:10]=2)=[CH:4][CH:3]=1. (4) Given the reactants [CH3:1][C@@H:2]1[O:7][C@H:6]([CH3:8])[CH2:5][N:4]([C:9]2[CH:16]=[C:15]([F:17])[C:14]([C:18]#[C:19][Si](C)(C)C)=[CH:13][C:10]=2[CH:11]=[O:12])[CH2:3]1.Br[C:25]1[S:26][CH:27]=[CH:28][N:29]=1, predict the reaction product. The product is: [CH3:1][C@H:2]1[O:7][C@@H:6]([CH3:8])[CH2:5][N:4]([C:9]2[CH:16]=[C:15]([F:17])[C:14]([C:18]#[C:19][C:25]3[S:26][CH:27]=[CH:28][N:29]=3)=[CH:13][C:10]=2[CH:11]=[O:12])[CH2:3]1.